This data is from Forward reaction prediction with 1.9M reactions from USPTO patents (1976-2016). The task is: Predict the product of the given reaction. (1) The product is: [CH3:1][C:2]1[CH:7]=[C:6]([C:8]2[CH:9]=[N:10][N:11]([CH3:13])[CH:12]=2)[CH:5]=[CH:4][C:3]=1[C:14]1[CH:15]=[N:16][CH:17]=[C:18]2[C:23]=1[N:22]=[C:21]([C:24]([NH2:25])=[O:26])[CH:20]=[CH:19]2. Given the reactants [CH3:1][C:2]1[CH:7]=[C:6]([C:8]2[CH:9]=[N:10][N:11]([CH3:13])[CH:12]=2)[CH:5]=[CH:4][C:3]=1[C:14]1[CH:15]=[N:16][CH:17]=[C:18]2[C:23]=1[N:22]=[C:21]([C:24]#[N:25])[CH:20]=[CH:19]2.[OH:26]S(O)(=O)=O.C([O-])(O)=O.[Na+], predict the reaction product. (2) The product is: [Br:18][C:19]1[CH:26]=[CH:25][C:22]([CH2:23][N:5]2[C:6]3[CH2:7][CH2:8][CH2:9][C:10](=[O:12])[C:11]=3[C:2](=[O:1])[C:3]([C:13]([O:15][CH2:16][CH3:17])=[O:14])=[CH:4]2)=[CH:21][CH:20]=1. Given the reactants [O:1]=[C:2]1[C:11]2[C:10](=[O:12])[CH2:9][CH2:8][CH2:7][C:6]=2[NH:5][CH:4]=[C:3]1[C:13]([O:15][CH2:16][CH3:17])=[O:14].[Br:18][C:19]1[CH:26]=[CH:25][C:22]([CH2:23]Br)=[CH:21][CH:20]=1.C(=O)([O-])[O-].[K+].[K+], predict the reaction product. (3) Given the reactants Cl.Cl.[N:3]1([CH2:9][CH2:10][CH2:11][O:12][C:13]2[CH:14]=[C:15]3[C:20](=[CH:21][CH:22]=2)[CH2:19][NH:18][CH2:17][CH2:16]3)[CH2:8][CH2:7][CH2:6][CH2:5][CH2:4]1.CCN(CC)CC.[C:30]1([S:36](Cl)(=[O:38])=[O:37])[CH:35]=[CH:34][CH:33]=[CH:32][CH:31]=1, predict the reaction product. The product is: [C:30]1([S:36]([N:18]2[CH2:17][CH2:16][C:15]3[C:20](=[CH:21][CH:22]=[C:13]([O:12][CH2:11][CH2:10][CH2:9][N:3]4[CH2:8][CH2:7][CH2:6][CH2:5][CH2:4]4)[CH:14]=3)[CH2:19]2)(=[O:38])=[O:37])[CH:35]=[CH:34][CH:33]=[CH:32][CH:31]=1. (4) Given the reactants [Cl:1][C:2]1[CH:3]=[CH:4][C:5]([O:13][CH2:14][C:15]([N:17]2[CH2:22][C@H:21]([CH3:23])[N:20]([CH2:24][C:25]3[CH:30]=[CH:29][C:28]([F:31])=[CH:27][CH:26]=3)[CH2:19][C@H:18]2[CH3:32])=[O:16])=[C:6]([CH2:8][CH2:9][C:10]([OH:12])=O)[CH:7]=1.Cl.CN(C)CCCN=C=NCC.[CH3:45][S:46]([NH2:49])(=[O:48])=[O:47].C(N(CC)CC)C, predict the reaction product. The product is: [Cl:1][C:2]1[CH:3]=[CH:4][C:5]([O:13][CH2:14][C:15]([N:17]2[CH2:22][C@H:21]([CH3:23])[N:20]([CH2:24][C:25]3[CH:26]=[CH:27][C:28]([F:31])=[CH:29][CH:30]=3)[CH2:19][C@H:18]2[CH3:32])=[O:16])=[C:6]([CH2:8][CH2:9][C:10]([NH:49][S:46]([CH3:45])(=[O:48])=[O:47])=[O:12])[CH:7]=1. (5) Given the reactants [Br:1][C:2]1[CH:3]=[C:4]([OH:8])[CH:5]=[CH:6][CH:7]=1.Br[CH:10]1[CH2:12][CH2:11]1.C([O-])([O-])=O.[K+].[K+].O, predict the reaction product. The product is: [Br:1][C:2]1[CH:7]=[CH:6][CH:5]=[C:4]([O:8][CH:10]2[CH2:12][CH2:11]2)[CH:3]=1. (6) Given the reactants [S:1]1[CH:5]=[CH:4][C:3]([CH2:6]C(O)=O)=[CH:2]1.C([N:12]([CH2:15]C)CC)C.C1(P(N=[N+]=[N-])(C2C=CC=CC=2)=[O:24])C=CC=CC=1, predict the reaction product. The product is: [S:1]1[CH:5]=[CH:4][C:3]([CH2:6][N:12]=[C:15]=[O:24])=[CH:2]1. (7) Given the reactants [CH3:1][O:2][C:3]1[CH:8]=[CH:7][CH:6]=[CH:5][C:4]=1[C@H:9]1[O:14][C:13](=[O:15])[NH:12][CH2:11][CH2:10]1.C(OC(=O)CCC(C1C=CC=CC=1OC)=O)C.CC1C=C([C@H]2OC(=O)NCC2)C=C(C)C=1.[H-].[Na+].Br[CH2:51][C:52]1[CH:57]=[C:56]([C:58]([F:61])([F:60])[F:59])[CH:55]=[CH:54][C:53]=1[C:62]1[CH:67]=[C:66]([CH:68]([CH3:70])[CH3:69])[CH:65]=[CH:64][C:63]=1[Cl:71], predict the reaction product. The product is: [Cl:71][C:63]1[CH:64]=[CH:65][C:66]([CH:68]([CH3:69])[CH3:70])=[CH:67][C:62]=1[C:53]1[CH:54]=[CH:55][C:56]([C:58]([F:59])([F:60])[F:61])=[CH:57][C:52]=1[CH2:51][N:12]1[CH2:11][CH2:10][C@@H:9]([C:4]2[CH:5]=[CH:6][CH:7]=[CH:8][C:3]=2[O:2][CH3:1])[O:14][C:13]1=[O:15]. (8) The product is: [NH2:33][C:5]([C:8]1[CH:17]=[CH:16][C:15]2[C:10](=[CH:11][CH:12]=[C:13]([O:22][CH:23]3[CH2:28][CH2:27][CH:26]([C:29]([F:30])([F:31])[F:32])[CH2:25][CH2:24]3)[C:14]=2[C:18]([F:20])([F:21])[F:19])[CH:9]=1)([CH2:6][OH:7])[CH2:4][OH:3]. Given the reactants CC1(C)[O:7][CH2:6][C:5]([NH:33]C(=O)OC(C)(C)C)([C:8]2[CH:17]=[CH:16][C:15]3[C:10](=[CH:11][CH:12]=[C:13]([O:22][CH:23]4[CH2:28][CH2:27][CH:26]([C:29]([F:32])([F:31])[F:30])[CH2:25][CH2:24]4)[C:14]=3[C:18]([F:21])([F:20])[F:19])[CH:9]=2)[CH2:4][O:3]1.CO.Cl.O, predict the reaction product.